This data is from NCI-60 drug combinations with 297,098 pairs across 59 cell lines. The task is: Regression. Given two drug SMILES strings and cell line genomic features, predict the synergy score measuring deviation from expected non-interaction effect. (1) Drug 1: CNC(=O)C1=CC=CC=C1SC2=CC3=C(C=C2)C(=NN3)C=CC4=CC=CC=N4. Drug 2: CC1=C(C(=CC=C1)Cl)NC(=O)C2=CN=C(S2)NC3=CC(=NC(=N3)C)N4CCN(CC4)CCO. Cell line: SNB-19. Synergy scores: CSS=14.9, Synergy_ZIP=2.10, Synergy_Bliss=4.31, Synergy_Loewe=1.71, Synergy_HSA=4.33. (2) Drug 1: C1=C(C(=O)NC(=O)N1)N(CCCl)CCCl. Drug 2: CC1C(C(CC(O1)OC2CC(CC3=C2C(=C4C(=C3O)C(=O)C5=CC=CC=C5C4=O)O)(C(=O)C)O)N)O. Cell line: SF-268. Synergy scores: CSS=51.0, Synergy_ZIP=-0.836, Synergy_Bliss=-0.927, Synergy_Loewe=2.65, Synergy_HSA=4.48.